From a dataset of Reaction yield outcomes from USPTO patents with 853,638 reactions. Predict the reaction yield, written as a fraction of the theoretical maximum amount of product (1.0 means a 100% yield; for example, 0.34 means a 34% yield). (1) The reactants are F[C:2]1[CH:10]=[C:9]([F:11])[CH:8]=[C:7]([F:12])[C:3]=1[C:4]([OH:6])=[O:5].[F:13][C:14]1[CH:20]=[C:19]([I:21])[CH:18]=[CH:17][C:15]=1[NH2:16].[NH2-].[Li+].Cl. The catalyst is C(#N)C. The product is [F:12][C:7]1[CH:8]=[C:9]([F:11])[CH:10]=[C:2]([NH:16][C:15]2[CH:17]=[CH:18][C:19]([I:21])=[CH:20][C:14]=2[F:13])[C:3]=1[C:4]([OH:6])=[O:5]. The yield is 0.590. (2) The reactants are [Br:1][C:2]1[S:3][C:4]([CH2:9]Br)=[C:5]([CH2:7]Br)[N:6]=1.O.O.O.O.O.O.O.O.O.[S-2:20].[Na+].[Na+]. The catalyst is C(O)C. The product is [Br:1][C:2]1[S:3][C:4]2[CH2:9][S:20][CH2:7][C:5]=2[N:6]=1. The yield is 0.180. (3) The reactants are [F:1][C:2]1[CH:7]=[CH:6][C:5]([C:8]2[C:17]3[C:12](=[CH:13][C:14]([CH2:18][N:19]4[CH:23]=[C:22]([CH:24]=[O:25])[CH:21]=[N:20]4)=[CH:15][CH:16]=3)[N:11]=[C:10]([C:26]#[N:27])[CH:9]=2)=[CH:4][CH:3]=1.C([O-])([O-])=[O:29].C([O-])([O-])=O.OO.OO.OO.[Na+].[Na+].[Na+].[Na+].[NH4+].[Cl-]. The catalyst is CC(C)=O.O. The product is [F:1][C:2]1[CH:7]=[CH:6][C:5]([C:8]2[C:17]3[C:12](=[CH:13][C:14]([CH2:18][N:19]4[CH:23]=[C:22]([CH:24]=[O:25])[CH:21]=[N:20]4)=[CH:15][CH:16]=3)[N:11]=[C:10]([C:26]([NH2:27])=[O:29])[CH:9]=2)=[CH:4][CH:3]=1. The yield is 0.747. (4) The reactants are [Br-].[C:2](/[CH:5]=[CH:6]/[C:7]1[CH:32]=[CH:31][C:10]([CH2:11][P+](C2C=CC=CC=2)(C2C=CC=CC=2)C2C=CC=CC=2)=[CH:9][CH:8]=1)([OH:4])=[O:3].[C:33]([C:36]1[CH:41]=[CH:40][N:39]([C:42]2[CH:43]=[CH:44][C:45]([CH:48]=O)=[N:46][CH:47]=2)[CH2:38][CH:37]=1)(=[O:35])[CH3:34]. No catalyst specified. The product is [C:33]([C:36]1[CH:37]=[CH:38][N:39]([C:42]2[CH:43]=[CH:44][C:45]([CH:48]=[CH:11][C:10]3[CH:9]=[CH:8][C:7](/[CH:6]=[CH:5]/[C:2]([OH:4])=[O:3])=[CH:32][CH:31]=3)=[N:46][CH:47]=2)[CH2:40][CH:41]=1)(=[O:35])[CH3:34]. The yield is 0.940. (5) The reactants are Br[CH:2]([C:9](=[O:14])[C:10]([CH3:13])([CH3:12])[CH3:11])[C:3](=O)[C:4]([CH3:7])([CH3:6])[CH3:5].[NH2:15][C:16]([NH2:18])=[S:17].C(=O)([O-])O.[Na+]. The catalyst is C(O)C. The product is [NH2:18][C:16]1[S:17][C:2]([C:9](=[O:14])[C:10]([CH3:13])([CH3:12])[CH3:11])=[C:3]([C:4]([CH3:7])([CH3:6])[CH3:5])[N:15]=1. The yield is 0.945.